From a dataset of Reaction yield outcomes from USPTO patents with 853,638 reactions. Predict the reaction yield, written as a fraction of the theoretical maximum amount of product (1.0 means a 100% yield; for example, 0.34 means a 34% yield). (1) The reactants are [CH:1]1([C:4]2[N:8]([C:9]3[N:17]=[C:16]4[C:12]([N:13]=[C:14]([C:19]([OH:21])=O)[N:15]4[CH3:18])=[C:11]([N:22]4[CH2:27][CH2:26][O:25][CH2:24][CH2:23]4)[N:10]=3)[C:7]3[CH:28]=[CH:29][CH:30]=[CH:31][C:6]=3[N:5]=2)[CH2:3][CH2:2]1.[NH:32]1[CH2:37][CH2:36][CH:35]([C:38]([OH:41])([CH3:40])[CH3:39])[CH2:34][CH2:33]1.CN(C(ON1N=NC2C=CC=NC1=2)=[N+](C)C)C.F[P-](F)(F)(F)(F)F.CCN(C(C)C)C(C)C. The catalyst is C(Cl)Cl. The product is [CH:1]1([C:4]2[N:8]([C:9]3[N:17]=[C:16]4[C:12]([N:13]=[C:14]([C:19]([N:32]5[CH2:37][CH2:36][CH:35]([C:38]([OH:41])([CH3:40])[CH3:39])[CH2:34][CH2:33]5)=[O:21])[N:15]4[CH3:18])=[C:11]([N:22]4[CH2:27][CH2:26][O:25][CH2:24][CH2:23]4)[N:10]=3)[C:7]3[CH:28]=[CH:29][CH:30]=[CH:31][C:6]=3[N:5]=2)[CH2:3][CH2:2]1. The yield is 0.530. (2) The reactants are [C:1]1([N:7]([CH2:29][CH2:30][C:31]([O:33][CH2:34][CH3:35])=[O:32])[C:8]([C:10]2[CH:11]=[CH:12][C:13]3[S:17][C:16]([CH2:18][S:19][C:20]4[CH:25]=[CH:24][C:23]([C:26]#[N:27])=[CH:22][CH:21]=4)=[N:15][C:14]=3[CH:28]=2)=[O:9])[CH:6]=[CH:5][CH:4]=[CH:3][CH:2]=1.[ClH:36].C(O)C.C(=O)([O-])[O-].[NH4+:44].[NH4+]. The catalyst is C(O)(=O)C.C(Cl)Cl.C(O)C. The product is [ClH:36].[C:1]1([N:7]([CH2:29][CH2:30][C:31]([O:33][CH2:34][CH3:35])=[O:32])[C:8]([C:10]2[CH:11]=[CH:12][C:13]3[S:17][C:16]([CH2:18][S:19][C:20]4[CH:25]=[CH:24][C:23]([C:26](=[NH:44])[NH2:27])=[CH:22][CH:21]=4)=[N:15][C:14]=3[CH:28]=2)=[O:9])[CH:6]=[CH:5][CH:4]=[CH:3][CH:2]=1. The yield is 0.610. (3) The product is [C:28]([NH:1][C:2]1[CH:3]=[C:4]([CH:8]2[CH2:9][CH2:10][N:11]([C:14]([O:16][C:17]([CH3:20])([CH3:19])[CH3:18])=[O:15])[CH2:12][CH2:13]2)[CH:5]=[CH:6][CH:7]=1)(=[O:30])[CH3:29]. The catalyst is C1COCC1. The reactants are [NH2:1][C:2]1[CH:3]=[C:4]([CH:8]2[CH2:13][CH2:12][N:11]([C:14]([O:16][C:17]([CH3:20])([CH3:19])[CH3:18])=[O:15])[CH2:10][CH2:9]2)[CH:5]=[CH:6][CH:7]=1.C(N(CC)CC)C.[C:28](Cl)(=[O:30])[CH3:29]. The yield is 0.990. (4) The reactants are [CH3:1][O:2][CH2:3][N:4]1[C:12]2[C:7](=[CH:8][CH:9]=[CH:10][C:11]=2[NH:13][S:14]([C:17]2[CH:22]=[CH:21][CH:20]=[CH:19][C:18]=2[O:23][CH3:24])(=[O:16])=[O:15])[CH:6]=[C:5]1[C:25]([O:27][CH2:28][CH3:29])=[O:26].[C:30](=O)([O-])[O-].[K+].[K+].CI. The catalyst is CN(C)C=O.C(OCC)(=O)C. The product is [CH3:1][O:2][CH2:3][N:4]1[C:12]2[C:7](=[CH:8][CH:9]=[CH:10][C:11]=2[N:13]([S:14]([C:17]2[CH:22]=[CH:21][CH:20]=[CH:19][C:18]=2[O:23][CH3:24])(=[O:15])=[O:16])[CH3:30])[CH:6]=[C:5]1[C:25]([O:27][CH2:28][CH3:29])=[O:26]. The yield is 0.890.